From a dataset of Forward reaction prediction with 1.9M reactions from USPTO patents (1976-2016). Predict the product of the given reaction. (1) Given the reactants [CH3:1][O:2][C:3]([C@@H:5]1[CH2:10][CH2:9][CH2:8][CH2:7][C@H:6]1[C:11]([OH:13])=O)=[O:4].C(Cl)(=O)[C:15]([Cl:17])=O.[Si](C=[N+]=[N-])(C)(C)C.Cl.CCOCC, predict the reaction product. The product is: [Cl:17][CH2:15][C:11]([CH:6]1[CH2:7][CH2:8][CH2:9][CH2:10][CH:5]1[C:3]([O:2][CH3:1])=[O:4])=[O:13]. (2) Given the reactants [F:1][C:2]1[C:3]([NH:14][NH:15][C:16](=O)[C@H:17]([N:19]2[CH:28]=[CH:27][C:26]3[N:25]=[CH:24][CH:23]=[CH:22][C:21]=3[C:20]2=[O:29])[CH3:18])=[N:4][CH:5]=[C:6]([C:8]2[O:12][N:11]=[C:10]([CH3:13])[CH:9]=2)[CH:7]=1.C1(P(C2C=CC=CC=2)C2C=CC=CC=2)C=CC=CC=1.C1COCC1.CCO, predict the reaction product. The product is: [F:1][C:2]1[C:3]2[N:4]([C:16]([C@H:17]([N:19]3[CH:28]=[CH:27][C:26]4[N:25]=[CH:24][CH:23]=[CH:22][C:21]=4[C:20]3=[O:29])[CH3:18])=[N:15][N:14]=2)[CH:5]=[C:6]([C:8]2[O:12][N:11]=[C:10]([CH3:13])[CH:9]=2)[CH:7]=1. (3) Given the reactants [Cl:1][C:2]1[CH:3]=[C:4](I)[C:5]2[O:10][CH:9]([C:11]([F:14])([F:13])[F:12])[C:8]([C:15]([O:17][CH2:18][CH3:19])=[O:16])=[CH:7][C:6]=2[CH:20]=1.C(N(CC)CC)C.[Cl:29][CH2:30][CH2:31][CH2:32][C:33]#[CH:34], predict the reaction product. The product is: [Cl:1][C:2]1[CH:3]=[C:4]([C:34]#[C:33][CH2:32][CH2:31][CH2:30][Cl:29])[C:5]2[O:10][CH:9]([C:11]([F:14])([F:13])[F:12])[C:8]([C:15]([O:17][CH2:18][CH3:19])=[O:16])=[CH:7][C:6]=2[CH:20]=1. (4) Given the reactants Br[C:2]1[CH:3]=[C:4]([C:20]([O:22][CH3:23])=[O:21])[C:5]2[CH2:6][CH2:7][N:8]([CH:13]([CH2:17][CH2:18][CH3:19])[CH2:14][CH2:15][CH3:16])[C:9](=[O:12])[C:10]=2[CH:11]=1.[C:24](=O)(O)[O-].[Na+], predict the reaction product. The product is: [CH3:24][C:2]1[CH:3]=[C:4]([C:20]([O:22][CH3:23])=[O:21])[C:5]2[CH2:6][CH2:7][N:8]([CH:13]([CH2:17][CH2:18][CH3:19])[CH2:14][CH2:15][CH3:16])[C:9](=[O:12])[C:10]=2[CH:11]=1. (5) Given the reactants [CH3:1][O:2][C:3]1[CH:4]=[C:5]([C:11]2([CH:14]=O)[CH2:13][CH2:12]2)[CH:6]=[CH:7][C:8]=1[O:9][CH3:10].[CH2:16]([NH2:23])[C:17]1[CH:22]=[CH:21][CH:20]=[CH:19][CH:18]=1.S([O-])([O-])(=O)=O.[Na+].[Na+].[I-].[Na+].C[Si](Cl)(C)C.[CH:38]([C:40]([CH3:42])=[O:41])=[CH2:39], predict the reaction product. The product is: [CH2:16]([N:23]1[C@@H:14]2[C@@:11]([C:5]3[CH:6]=[CH:7][C:8]([O:9][CH3:10])=[C:3]([O:2][CH3:1])[CH:4]=3)([CH2:39][CH2:38][C:40](=[O:41])[CH2:42]2)[CH2:12][CH2:13]1)[C:17]1[CH:22]=[CH:21][CH:20]=[CH:19][CH:18]=1.